Dataset: Forward reaction prediction with 1.9M reactions from USPTO patents (1976-2016). Task: Predict the product of the given reaction. The product is: [O:32]=[C:31]([CH:25]1[CH2:24][CH2:23][C:22]2[C:27](=[CH:28][N:20]([C:1]([C:14]3[CH:19]=[CH:18][CH:17]=[CH:16][CH:15]=3)([C:2]3[CH:7]=[CH:6][CH:5]=[CH:4][CH:3]=3)[C:8]3[CH:9]=[CH:10][CH:11]=[CH:12][CH:13]=3)[N:21]=2)[C:26]1=[O:29])[C:30]([O:35][CH2:36][CH3:37])=[O:34]. Given the reactants [C:1]([N:20]1[CH:28]=[C:27]2[C:22]([CH2:23][CH2:24][CH2:25][C:26]2=[O:29])=[N:21]1)([C:14]1[CH:19]=[CH:18][CH:17]=[CH:16][CH:15]=1)([C:8]1[CH:13]=[CH:12][CH:11]=[CH:10][CH:9]=1)[C:2]1[CH:7]=[CH:6][CH:5]=[CH:4][CH:3]=1.[C:30]([O:35][CH2:36][CH3:37])(=[O:34])[C:31]([O-])=[O:32], predict the reaction product.